From a dataset of Forward reaction prediction with 1.9M reactions from USPTO patents (1976-2016). Predict the product of the given reaction. Given the reactants Br[C:2]1[CH:3]=[C:4]([C:8]2[N:9]=[C:10]([CH:20]([CH3:22])[CH3:21])[NH:11][C:12]=2[C:13]2[CH:18]=[CH:17][CH:16]=[C:15]([CH3:19])[N:14]=2)[CH:5]=[CH:6][CH:7]=1.[F:23][C:24]1[CH:25]=[C:26](B(O)O)[CH:27]=[CH:28][CH:29]=1, predict the reaction product. The product is: [F:23][C:24]1[CH:29]=[C:28]([C:2]2[CH:7]=[CH:6][CH:5]=[C:4]([C:8]3[N:9]=[C:10]([CH:20]([CH3:22])[CH3:21])[NH:11][C:12]=3[C:13]3[CH:18]=[CH:17][CH:16]=[C:15]([CH3:19])[N:14]=3)[CH:3]=2)[CH:27]=[CH:26][CH:25]=1.